The task is: Predict the product of the given reaction.. This data is from Forward reaction prediction with 1.9M reactions from USPTO patents (1976-2016). (1) Given the reactants [NH2:1][C:2]1[CH:7]=[CH:6][N:5]=[C:4]([O:8][CH2:9][C:10]2[CH:23]=[CH:22][C:13]([CH2:14][NH:15]C(=O)C(F)(F)F)=[CH:12][CH:11]=2)[N:3]=1.CN, predict the reaction product. The product is: [NH2:15][CH2:14][C:13]1[CH:12]=[CH:11][C:10]([CH2:9][O:8][C:4]2[N:3]=[C:2]([NH2:1])[CH:7]=[CH:6][N:5]=2)=[CH:23][CH:22]=1. (2) The product is: [CH3:12][O:11][CH2:10][CH2:9][CH2:8][C:5]1[CH:4]=[CH:3][C:2]([Cl:1])=[CH:7][CH:6]=1. Given the reactants [Cl:1][C:2]1[CH:7]=[CH:6][C:5]([CH2:8][CH2:9][CH2:10][OH:11])=[CH:4][CH:3]=1.[CH3:12]I.[H-].[Na+], predict the reaction product. (3) Given the reactants [C:1]1([CH2:11][O:12][C:13]2[CH:18]=[CH:17][C:16]([CH2:19]O)=[CH:15][CH:14]=2)[C:10]2[C:5](=[CH:6][CH:7]=[CH:8][CH:9]=2)[CH:4]=[CH:3][CH:2]=1.N1C=CC=CC=1.P(Br)(Br)[Br:28], predict the reaction product. The product is: [Br:28][CH2:19][C:16]1[CH:17]=[CH:18][C:13]([O:12][CH2:11][C:1]2[C:10]3[C:5](=[CH:6][CH:7]=[CH:8][CH:9]=3)[CH:4]=[CH:3][CH:2]=2)=[CH:14][CH:15]=1. (4) Given the reactants [NH:1]1[C:7]2[CH:8]=[CH:9][CH:10]=[CH:11][C:6]=2[CH2:5][CH2:4][CH2:3][CH2:2]1.[C:12]([C:14]1[CH:22]=[CH:21][C:17]([C:18](O)=[O:19])=[CH:16][C:15]=1[CH3:23])#[N:13].C(N(CC)CC)C, predict the reaction product. The product is: [C:12]([C:14]1[CH:22]=[CH:21][C:17]([C:18]([N:1]2[C:7]3[CH:8]=[CH:9][CH:10]=[CH:11][C:6]=3[CH2:5][CH2:4][CH2:3][CH2:2]2)=[O:19])=[CH:16][C:15]=1[CH3:23])#[N:13]. (5) Given the reactants [CH:1]1([CH:7]([C:9]2[S:10][C:11]([C:15]3[CH:20]=[CH:19][C:18]([C:21]([F:24])([F:23])[F:22])=[CH:17][CH:16]=3)=[CH:12][C:13]=2[CH3:14])O)[CH2:6][CH2:5][CH2:4][CH2:3][CH2:2]1.S(Cl)([Cl:27])=O, predict the reaction product. The product is: [Cl:27][CH:7]([CH:1]1[CH2:6][CH2:5][CH2:4][CH2:3][CH2:2]1)[C:9]1[S:10][C:11]([C:15]2[CH:20]=[CH:19][C:18]([C:21]([F:24])([F:23])[F:22])=[CH:17][CH:16]=2)=[CH:12][C:13]=1[CH3:14]. (6) Given the reactants C([O:5][C:6](=[O:41])[C:7]1[CH:12]=[CH:11][C:10]([NH:13][C:14]2[N:19]=[C:18]([C:20]3[N:21]([CH3:38])[CH:22]=[C:23]([C:25](=[O:37])[NH:26][C:27]4[C:32]([CH2:33][CH3:34])=[CH:31][CH:30]=[CH:29][C:28]=4[CH2:35][CH3:36])[CH:24]=3)[C:17]([CH3:39])=[CH:16][N:15]=2)=[C:9]([CH3:40])[CH:8]=1)(C)(C)C.O, predict the reaction product. The product is: [CH2:35]([C:28]1[CH:29]=[CH:30][CH:31]=[C:32]([CH2:33][CH3:34])[C:27]=1[NH:26][C:25]([C:23]1[CH:24]=[C:20]([C:18]2[C:17]([CH3:39])=[CH:16][N:15]=[C:14]([NH:13][C:10]3[CH:11]=[CH:12][C:7]([C:6]([OH:41])=[O:5])=[CH:8][C:9]=3[CH3:40])[N:19]=2)[N:21]([CH3:38])[CH:22]=1)=[O:37])[CH3:36]. (7) Given the reactants [NH2:1][CH2:2][CH2:3][CH2:4][NH:5][C:6](=[O:12])[O:7][C:8]([CH3:11])([CH3:10])[CH3:9].C(N(CC)CC)C.[C:20]([O:23][CH2:24][C:25](Cl)=[O:26])(=[O:22])[CH3:21].O, predict the reaction product. The product is: [C:20]([O:23][CH2:24][C:25]([NH:1][CH2:2][CH2:3][CH2:4][NH:5][C:6]([O:7][C:8]([CH3:9])([CH3:11])[CH3:10])=[O:12])=[O:26])(=[O:22])[CH3:21].